This data is from Full USPTO retrosynthesis dataset with 1.9M reactions from patents (1976-2016). The task is: Predict the reactants needed to synthesize the given product. (1) Given the product [C:11]([O:14][C:15]([N:17]1[CH2:18][CH2:19][C@@H:20]([C:22]([N:8]([C:5]2[CH:4]=[CH:3][C:2]([F:1])=[CH:7][N:6]=2)[NH2:9])=[O:23])[CH2:21]1)=[O:16])([CH3:13])([CH3:12])[CH3:10], predict the reactants needed to synthesize it. The reactants are: [F:1][C:2]1[CH:3]=[CH:4][C:5]([NH:8][NH2:9])=[N:6][CH:7]=1.[CH3:10][C:11]([O:14][C:15]([N:17]1[CH2:21][C@H:20]([C:22](O)=[O:23])[CH2:19][CH2:18]1)=[O:16])([CH3:13])[CH3:12].C1C=CC2N(O)N=NC=2C=1.C(Cl)CCl. (2) Given the product [C:1]([C:5]1[C:10]([NH2:11])=[CH:9][C:8]([OH:14])=[C:7]([Cl:15])[CH:6]=1)([CH3:4])([CH3:2])[CH3:3], predict the reactants needed to synthesize it. The reactants are: [C:1]([C:5]1[C:10]([N+:11]([O-])=O)=[CH:9][C:8]([OH:14])=[C:7]([Cl:15])[CH:6]=1)([CH3:4])([CH3:3])[CH3:2]. (3) Given the product [CH3:12][O:13][C:14](=[O:22])[C:15]1[CH:20]=[CH:19][C:18]([O:21][C:2]2[CH:3]=[C:4]([CH3:11])[C:5]([CH:9]=[O:10])=[C:6]([CH3:8])[N:7]=2)=[CH:17][CH:16]=1, predict the reactants needed to synthesize it. The reactants are: Cl[C:2]1[N:7]=[C:6]([CH3:8])[C:5]([CH:9]=[O:10])=[C:4]([CH3:11])[CH:3]=1.[CH3:12][O:13][C:14](=[O:22])[C:15]1[CH:20]=[CH:19][C:18]([OH:21])=[CH:17][CH:16]=1.C([O-])([O-])=O.[K+].[K+]. (4) Given the product [F:8][C:9]1[CH:10]=[CH:11][C:12]([CH:15]([N+:4]([O-:6])=[O:5])[CH2:16][S:17]([O:20][C:21]2[CH:22]=[CH:23][CH:24]=[CH:25][CH:26]=2)(=[O:18])=[O:19])=[CH:13][CH:14]=1, predict the reactants needed to synthesize it. The reactants are: C[O-].[Na+].[N+:4](C)([O-:6])=[O:5].[F:8][C:9]1[CH:14]=[CH:13][C:12]([CH:15]=[CH:16][S:17]([O:20][C:21]2[CH:26]=[CH:25][CH:24]=[CH:23][CH:22]=2)(=[O:19])=[O:18])=[CH:11][CH:10]=1. (5) Given the product [Br:44][C:45]1[CH:50]=[CH:49][C:48]2[N:51]=[C:8]([C:4]3[S:3][C:2]([CH3:1])=[N:6][C:5]=3[CH3:7])[NH:52][C:47]=2[CH:46]=1, predict the reactants needed to synthesize it. The reactants are: [CH3:1][C:2]1[S:3][C:4]([C:8](O)=O)=[C:5]([CH3:7])[N:6]=1.CN(C(ON1N=NC2C=CC=NC1=2)=[N+](C)C)C.F[P-](F)(F)(F)(F)F.C(N(CC)C(C)C)(C)C.[Br:44][C:45]1[CH:46]=[C:47]([NH2:52])[C:48]([NH2:51])=[CH:49][CH:50]=1.